Task: Predict the reactants needed to synthesize the given product.. Dataset: Full USPTO retrosynthesis dataset with 1.9M reactions from patents (1976-2016) (1) The reactants are: [CH3:1][C:2]([NH:16]C=O)([CH3:15])[CH2:3][CH2:4][N:5]1[C:9]2[CH:10]=[CH:11][CH:12]=[CH:13][C:8]=2[NH:7][C:6]1=[O:14].Cl.CO. Given the product [NH2:16][C:2]([CH3:15])([CH3:1])[CH2:3][CH2:4][N:5]1[C:9]2[CH:10]=[CH:11][CH:12]=[CH:13][C:8]=2[NH:7][C:6]1=[O:14], predict the reactants needed to synthesize it. (2) Given the product [C:1]([C:3]1[CH:8]=[C:7]([CH:6]=[C:5]([O:12][CH2:13][CH2:14][O:15][CH2:16][CH2:17][O:18][CH2:19][CH2:20][O:21][CH3:22])[CH:4]=1)[NH2:9])#[CH:2], predict the reactants needed to synthesize it. The reactants are: [C:1]([C:3]1[CH:8]=[C:7]([N+:9]([O-])=O)[CH:6]=[C:5]([O:12][CH2:13][CH2:14][O:15][CH2:16][CH2:17][O:18][CH2:19][CH2:20][O:21][CH3:22])[CH:4]=1)#[CH:2].[NH4+].[Cl-]. (3) Given the product [CH3:28]/[C:24](/[CH:23]=[CH:22]/[CH:21]=[C:20](\[CH3:29])/[CH:19]=[CH:18]/[C:11]1[C:12]([CH3:17])([CH3:16])[CH2:13][CH2:14][CH2:15][C:10]=1[CH3:9])=[CH:25]\[CH2:26][O:27][C:5](=[O:6])[CH2:4][CH2:3][CH2:2][C:1]([OH:7])=[O:8], predict the reactants needed to synthesize it. The reactants are: [C:1]1(=[O:8])[O:7][C:5](=[O:6])[CH2:4][CH2:3][CH2:2]1.[CH3:9][C:10]1[CH2:15][CH2:14][CH2:13][C:12]([CH3:17])([CH3:16])[C:11]=1/[CH:18]=[CH:19]/[C:20](/[CH3:29])=[CH:21]/[CH:22]=[CH:23]/[C:24](/[CH3:28])=[CH:25]/[CH2:26][OH:27].C(N(CC)CC)C. (4) Given the product [C:9]([O:8][C:6](=[O:7])[CH:5]([CH3:4])[CH2:13][C:14]([OH:16])=[O:15])([CH3:12])([CH3:10])[CH3:11], predict the reactants needed to synthesize it. The reactants are: O[Li].O.[CH3:4][CH:5]([CH2:13][C:14]([O:16]C)=[O:15])[C:6]([O:8][C:9]([CH3:12])([CH3:11])[CH3:10])=[O:7].C1COCC1.O. (5) The reactants are: [CH3:1][S:2](Cl)(=[O:4])=[O:3].[Cl:6][C:7]1[CH:12]=[CH:11][CH:10]=[CH:9][C:8]=1[C:13]1[O:14][C:15]2[C:20]([C:21](=[O:23])[CH:22]=1)=[C:19]([O:24][CH3:25])[CH:18]=[C:17]([O:26][CH3:27])[C:16]=2[C@@H:28]1[CH2:33][CH2:32][N:31]([CH2:34][CH2:35][CH3:36])[CH2:30][C@H:29]1[OH:37].C(N(CC)CC)C. Given the product [Cl:6][C:7]1[CH:12]=[CH:11][CH:10]=[CH:9][C:8]=1[C:13]1[O:14][C:15]2[C:20]([C:21](=[O:23])[CH:22]=1)=[C:19]([O:24][CH3:25])[CH:18]=[C:17]([O:26][CH3:27])[C:16]=2[C@@H:28]1[CH2:33][CH2:32][N:31]([CH2:34][CH2:35][CH3:36])[CH2:30][C@H:29]1[O:37][S:2]([CH3:1])(=[O:4])=[O:3], predict the reactants needed to synthesize it.